This data is from Full USPTO retrosynthesis dataset with 1.9M reactions from patents (1976-2016). The task is: Predict the reactants needed to synthesize the given product. (1) Given the product [CH2:12]([N:19]1[CH:11]=[C:10]([CH2:9][CH2:8][C:5]2[CH:6]=[CH:7][C:2]([Br:1])=[CH:3][CH:4]=2)[N:21]=[N:20]1)[C:13]1[CH:18]=[CH:17][CH:16]=[CH:15][CH:14]=1, predict the reactants needed to synthesize it. The reactants are: [Br:1][C:2]1[CH:7]=[CH:6][C:5]([CH2:8][CH2:9][C:10]#[CH:11])=[CH:4][CH:3]=1.[CH2:12]([N:19]=[N+:20]=[N-:21])[C:13]1[CH:18]=[CH:17][CH:16]=[CH:15][CH:14]=1. (2) Given the product [NH2:3][CH2:6][C@@H:7]1[C@@H:11]([F:12])[CH2:10][N:9]([C:13]([O:15][CH2:16][C:17]2[CH:22]=[CH:21][CH:20]=[CH:19][CH:18]=2)=[O:14])[CH2:8]1, predict the reactants needed to synthesize it. The reactants are: [H][H].[N:3]([CH2:6][C@@H:7]1[C@@H:11]([F:12])[CH2:10][N:9]([C:13]([O:15][CH2:16][C:17]2[CH:22]=[CH:21][CH:20]=[CH:19][CH:18]=2)=[O:14])[CH2:8]1)=[N+]=[N-].N(CC1CN(C(OCC2C=CC=CC=2)=O)CC=1)=[N+]=[N-].